Task: Regression. Given a peptide amino acid sequence and an MHC pseudo amino acid sequence, predict their binding affinity value. This is MHC class II binding data.. Dataset: Peptide-MHC class II binding affinity with 134,281 pairs from IEDB (1) The MHC is DRB1_1302 with pseudo-sequence DRB1_1302. The peptide sequence is SFFELDRWEKIRLRPGGK. The binding affinity (normalized) is 0. (2) The peptide sequence is GELQIVDKIDAAFKC. The MHC is DRB1_1101 with pseudo-sequence DRB1_1101. The binding affinity (normalized) is 0.385. (3) The peptide sequence is HDWILADKRPTAWFLHHHHHH. The MHC is DRB1_0901 with pseudo-sequence DRB1_0901. The binding affinity (normalized) is 0.481. (4) The peptide sequence is KSSKPLVGPFNFRFMSKGGM. The MHC is DRB1_1101 with pseudo-sequence DRB1_1101. The binding affinity (normalized) is 0.868. (5) The peptide sequence is GWSSLGREYAAVAEE. The MHC is DRB1_0301 with pseudo-sequence DRB1_0301. The binding affinity (normalized) is 0. (6) The peptide sequence is ALFKAIEAYLLAHPD. The MHC is DRB1_1101 with pseudo-sequence DRB1_1101. The binding affinity (normalized) is 0.712.